This data is from Forward reaction prediction with 1.9M reactions from USPTO patents (1976-2016). The task is: Predict the product of the given reaction. (1) Given the reactants [C:1]([O:5][C:6]([N:8]1[CH2:11][C:10]([OH:13])([CH3:12])[CH2:9]1)=[O:7])([CH3:4])([CH3:3])[CH3:2].[H-].[Na+].[Br:16][C:17]1[CH:28]=[CH:27][C:20]([CH:21]=NC(C)(C)C)=[C:19](F)[CH:18]=1.CS(C)=[O:32], predict the reaction product. The product is: [C:1]([O:5][C:6]([N:8]1[CH2:11][C:10]([O:13][C:27]2[CH:28]=[C:17]([Br:16])[CH:18]=[CH:19][C:20]=2[CH:21]=[O:32])([CH3:12])[CH2:9]1)=[O:7])([CH3:4])([CH3:2])[CH3:3]. (2) Given the reactants Cl[C:2]1[C:11]([CH3:12])=[C:10]([Cl:13])[C:9]2[C:4](=[CH:5][C:6]([F:15])=[CH:7][C:8]=2[F:14])[N:3]=1.[CH3:16][O:17][C:18]1[N:23]=[CH:22][C:21](B(O)O)=[CH:20][CH:19]=1.C(=O)([O-])[O-].[K+].[K+], predict the reaction product. The product is: [Cl:13][C:10]1[C:9]2[C:4](=[CH:5][C:6]([F:15])=[CH:7][C:8]=2[F:14])[N:3]=[C:2]([C:21]2[CH:22]=[N:23][C:18]([O:17][CH3:16])=[CH:19][CH:20]=2)[C:11]=1[CH3:12]. (3) The product is: [NH2:12][C:6]1[CH:5]=[C:4]2[C:9]([CH2:10][CH2:11][N:2]([CH3:1])[C:3]2=[O:15])=[CH:8][CH:7]=1. Given the reactants [CH3:1][N:2]1[CH2:11][CH2:10][C:9]2[C:4](=[CH:5][C:6]([N+:12]([O-])=O)=[CH:7][CH:8]=2)[C:3]1=[O:15].OCC1(OC[C@@H](O)[C@@H](O)[C@H]1O)O, predict the reaction product. (4) Given the reactants N#N.C(OC(=O)[N:9]([C:23]1[N:24]=[C:25]([CH2:28][CH2:29][CH2:30][CH2:31][C:32](=[O:34])[CH3:33])[O:26][CH:27]=1)[C:10]([C:12]1[N:13]=[CH:14][O:15][C:16]=1[C:17]1[CH:22]=[CH:21][CH:20]=[CH:19][CH:18]=1)=[O:11])(C)(C)C.FC(F)(F)C(O)=O, predict the reaction product. The product is: [O:34]=[C:32]([CH3:33])[CH2:31][CH2:30][CH2:29][CH2:28][C:25]1[O:26][CH:27]=[C:23]([NH:9][C:10]([C:12]2[N:13]=[CH:14][O:15][C:16]=2[C:17]2[CH:22]=[CH:21][CH:20]=[CH:19][CH:18]=2)=[O:11])[N:24]=1. (5) Given the reactants [OH:1][C@H:2]1[CH2:21][C@@:20]2([CH3:22])[C@@H:13]([CH2:14][CH2:15][C@@H:16]2[C:17](=O)[CH3:18])[C@H:12]2[C@H:3]1[C@:4]1([CH3:25])[C:9](=[CH:10][CH2:11]2)[CH:8]=[C:7]([O:23]C)[CH2:6][CH2:5]1.[C:26]1(Cl)C(=O)C(Cl)=C(Cl)C(=O)C=1Cl.[OH-].[Na+].S(S([O-])=O)([O-])=O.[Na+].[Na+], predict the reaction product. The product is: [OH:1][C@H:2]1[CH2:21][C@@:20]2([CH3:22])[C@@H:13]([CH2:14][CH2:15][C@@H:16]2[C:17]([CH3:18])=[CH2:26])[C@H:12]2[C@H:3]1[C@:4]1([CH3:25])[C:9]([CH:10]=[CH:11]2)=[CH:8][C:7](=[O:23])[CH2:6][CH2:5]1. (6) Given the reactants [N+:1]([C:4]1[CH:13]=[C:12]2[C:7]([CH2:8][C@@H:9]([C:14]([OH:16])=[O:15])[NH:10][CH2:11]2)=[CH:6][CH:5]=1)([O-:3])=[O:2].C([O-])([O-])=O.[K+].[K+].[CH3:23][C:24]([O:27][C:28](O[C:28]([O:27][C:24]([CH3:26])([CH3:25])[CH3:23])=[O:29])=[O:29])([CH3:26])[CH3:25].CCOC(C)=O.CCCCCCC, predict the reaction product. The product is: [C:24]([O:27][C:28]([N:10]1[C@H:9]([C:14]([OH:16])=[O:15])[CH2:8][C:7]2[C:12](=[CH:13][C:4]([N+:1]([O-:3])=[O:2])=[CH:5][CH:6]=2)[CH2:11]1)=[O:29])([CH3:26])([CH3:25])[CH3:23]. (7) Given the reactants [Cl:1][C:2]1[CH:3]=[C:4]([NH:9][C:10]2[C:11]3[CH2:18][C:17](=[O:19])[N:16]([CH3:20])[C:12]=3[N:13]=[CH:14][N:15]=2)[CH:5]=[CH:6][C:7]=1[F:8].[CH3:21][C:22]1[C:26]([CH2:27][CH2:28][CH2:29][N:30]2[CH2:35][CH2:34][O:33][CH2:32][CH2:31]2)=[C:25]([CH3:36])[NH:24][C:23]=1[CH:37]=O, predict the reaction product. The product is: [Cl:1][C:2]1[CH:3]=[C:4]([NH:9][C:10]2[C:11]3[C:18](=[CH:37][C:23]4[NH:24][C:25]([CH3:36])=[C:26]([CH2:27][CH2:28][CH2:29][N:30]5[CH2:31][CH2:32][O:33][CH2:34][CH2:35]5)[C:22]=4[CH3:21])[C:17](=[O:19])[N:16]([CH3:20])[C:12]=3[N:13]=[CH:14][N:15]=2)[CH:5]=[CH:6][C:7]=1[F:8]. (8) Given the reactants Br[C:2]1[CH:7]=[CH:6][C:5]([CH2:8][C:9]([NH:11][C:12]2[CH:17]=[CH:16][C:15]([O:18][C:19]3[CH:24]=[CH:23][C:22]([Cl:25])=[C:21]([Cl:26])[CH:20]=3)=[CH:14][C:13]=2[OH:27])=[O:10])=[CH:4][CH:3]=1.[F:28][C:29]([F:40])([F:39])[C:30]1[CH:35]=[CH:34][C:33](B(O)O)=[CH:32][CH:31]=1, predict the reaction product. The product is: [OH:27][C:13]1[CH:14]=[C:15]([O:18][C:19]2[CH:24]=[CH:23][C:22]([Cl:25])=[C:21]([Cl:26])[CH:20]=2)[CH:16]=[CH:17][C:12]=1[NH:11][C:9](=[O:10])[CH2:8][C:5]1[CH:6]=[CH:7][C:2]([C:33]2[CH:34]=[CH:35][C:30]([C:29]([F:40])([F:39])[F:28])=[CH:31][CH:32]=2)=[CH:3][CH:4]=1. (9) The product is: [C:24]([O:12][C@H:10]([C@H:9]([O:8][CH2:1][C:2]1[CH:3]=[CH:4][CH:5]=[CH:6][CH:7]=1)[C@@H:13]([O:16][CH2:17][C:18]1[CH:19]=[CH:20][CH:21]=[CH:22][CH:23]=1)[CH:14]=[CH2:15])[CH3:11])(=[O:26])[CH3:25]. Given the reactants [CH2:1]([O:8][C@H:9]([C@@H:13]([O:16][CH2:17][C:18]1[CH:23]=[CH:22][CH:21]=[CH:20][CH:19]=1)[CH:14]=[CH2:15])[C@@H:10]([OH:12])[CH3:11])[C:2]1[CH:7]=[CH:6][CH:5]=[CH:4][CH:3]=1.[C:24](OC(=O)C)(=[O:26])[CH3:25], predict the reaction product.